This data is from Caco-2 cell permeability data measuring drug intestinal absorption for ~900 compounds. The task is: Regression/Classification. Given a drug SMILES string, predict its absorption, distribution, metabolism, or excretion properties. Task type varies by dataset: regression for continuous measurements (e.g., permeability, clearance, half-life) or binary classification for categorical outcomes (e.g., BBB penetration, CYP inhibition). For this dataset (caco2_wang), we predict Y. (1) The molecule is CN1C(=O)CC(N2CCCN(CCCN3c4ccccc4COc4ccc(CC(=O)O)cc43)CC2)N(C)C1=O. The Y is -5.80 log Papp (cm/s). (2) The molecule is CCOC(=O)C1=C(C)NC(C)=C(C(=O)OC)C1c1cccc([N+](=O)[O-])c1. The Y is -4.85 log Papp (cm/s). (3) The compound is CON=C(C(=O)NC1C(=O)N2C(C(=O)O)=C(COC(N)=O)CSC12)c1ccco1. The Y is -6.29 log Papp (cm/s). (4) The compound is COc1cc2nc(N3CCN(C(=O)c4ccco4)CC3)nc(N)c2cc1OC. The Y is -4.99 log Papp (cm/s).